This data is from Full USPTO retrosynthesis dataset with 1.9M reactions from patents (1976-2016). The task is: Predict the reactants needed to synthesize the given product. (1) Given the product [F:37][C:2]([F:38])([F:1])[O:3][C:4]1[CH:5]=[CH:6][C:7]([CH2:8][C@:9]23[CH2:16][C@H:15]([NH:17][C:18](=[O:24])[CH2:19][CH2:20][C:21]([N:43]4[CH2:44][CH2:45][N:40]([CH3:39])[CH2:41][CH2:42]4)=[O:22])[CH2:14][N:13]2[C:12](=[O:25])[N:11]([C:26]2[CH:31]=[C:30]([Cl:32])[N:29]=[C:28]([Cl:33])[CH:27]=2)[C:10]3=[O:34])=[CH:35][CH:36]=1, predict the reactants needed to synthesize it. The reactants are: [F:1][C:2]([F:38])([F:37])[O:3][C:4]1[CH:36]=[CH:35][C:7]([CH2:8][C@:9]23[CH2:16][C@H:15]([NH:17][C:18](=[O:24])[CH2:19][CH2:20][C:21](O)=[O:22])[CH2:14][N:13]2[C:12](=[O:25])[N:11]([C:26]2[CH:31]=[C:30]([Cl:32])[N:29]=[C:28]([Cl:33])[CH:27]=2)[C:10]3=[O:34])=[CH:6][CH:5]=1.[CH3:39][N:40]1[CH2:45][CH2:44][NH:43][CH2:42][CH2:41]1.C1C=CC2N(O)N=NC=2C=1.CCN(C(C)C)C(C)C. (2) Given the product [OH:23][CH:3]1[CH:2]([NH:1][CH2:35][C:33]2[CH:32]=[CH:31][C:28]3[O:29][CH2:30][CH:25]=[N:26][C:27]=3[N:34]=2)[CH2:7][CH2:6][N:5]([CH2:8][CH2:9][N:10]2[C:19]3[C:14](=[CH:15][CH:16]=[C:17]([O:20][CH3:21])[CH:18]=3)[N:13]=[CH:12][C:11]2=[O:22])[CH2:4]1, predict the reactants needed to synthesize it. The reactants are: [NH2:1][CH:2]1[CH2:7][CH2:6][N:5]([CH2:8][CH2:9][N:10]2[C:19]3[C:14](=[CH:15][CH:16]=[C:17]([O:20][CH3:21])[CH:18]=3)[N:13]=[CH:12][C:11]2=[O:22])[CH2:4][CH:3]1[OH:23].O=[C:25]1[CH2:30][O:29][C:28]2[CH:31]=[CH:32][C:33]([CH:35]=O)=[N:34][C:27]=2[NH:26]1.C(O[BH-](OC(=O)C)OC(=O)C)(=O)C.[Na+]. (3) Given the product [Cl:1][CH2:2][CH2:3][CH2:4][N:5]1[C:14]2[C:9](=[CH:10][CH:11]=[C:12]([CH3:15])[CH:13]=2)[CH:8]=[CH:7][C:6]1=[O:16], predict the reactants needed to synthesize it. The reactants are: [Cl:1][CH2:2][CH2:3][CH2:4][N:5]1[C:14]2[C:9](=[CH:10][CH:11]=[C:12]([CH3:15])[CH:13]=2)[CH2:8][CH2:7][C:6]1=[O:16].C(C1C(=O)C(Cl)=C(Cl)C(=O)C=1C#N)#N.O1CCOCC1.